Dataset: Full USPTO retrosynthesis dataset with 1.9M reactions from patents (1976-2016). Task: Predict the reactants needed to synthesize the given product. (1) Given the product [ClH:39].[C:30]1([S:36]([N:1]2[C:9]3[C:4](=[C:5]([O:10][CH2:11][C@H:12]4[CH2:16][CH2:15][CH2:14][NH:13]4)[CH:6]=[CH:7][CH:8]=3)[CH:3]=[CH:2]2)(=[O:38])=[O:37])[CH:35]=[CH:34][CH:33]=[CH:32][CH:31]=1, predict the reactants needed to synthesize it. The reactants are: [NH:1]1[C:9]2[C:4](=[C:5]([O:10][CH2:11][C@H:12]3[CH2:16][CH2:15][CH2:14][N:13]3C(OC(C)(C)C)=O)[CH:6]=[CH:7][CH:8]=2)[CH:3]=[CH:2]1.CC(C)([O-])C.[K+].[C:30]1([S:36]([Cl:39])(=[O:38])=[O:37])[CH:35]=[CH:34][CH:33]=[CH:32][CH:31]=1. (2) Given the product [N:18]1([CH2:17][C:8]2[CH:9]=[CH:10][C:11]([C:13]([F:14])([F:15])[F:16])=[CH:12][C:7]=2[N:1]2[CH2:2][CH2:3][O:4][CH2:5][CH2:6]2)[CH2:19][CH2:20][NH:21][CH2:22][CH2:23]1, predict the reactants needed to synthesize it. The reactants are: [N:1]1([C:7]2[CH:12]=[C:11]([C:13]([F:16])([F:15])[F:14])[CH:10]=[CH:9][C:8]=2[CH2:17][N:18]2[CH2:23][CH2:22][N:21](C(OC(C)(C)C)=O)[CH2:20][CH2:19]2)[CH2:6][CH2:5][O:4][CH2:3][CH2:2]1.FC(F)(F)C(O)=O. (3) Given the product [NH2:2][CH2:1][C:3]1[N:8]=[CH:7][C:6]([S:9]([NH:12][CH3:13])(=[O:10])=[O:11])=[CH:5][CH:4]=1, predict the reactants needed to synthesize it. The reactants are: [C:1]([C:3]1[N:8]=[CH:7][C:6]([S:9]([NH:12][CH3:13])(=[O:11])=[O:10])=[CH:5][CH:4]=1)#[N:2]. (4) The reactants are: [CH2:1]([S:4][C:5]1[N:10]=[C:9]([N:11]2[C:19]3[CH:18]=[CH:17][CH:16]=[C:15]([OH:20])[C:14]=3[CH:13]=[N:12]2)[CH:8]=[CH:7][N:6]=1)[CH2:2][CH3:3].C(=O)([O-])[O-].[K+].[K+].Cl[CH2:28][CH2:29][S:30][CH3:31].CN1C(=O)CCC1. Given the product [CH3:31][S:30][CH2:29][CH2:28][O:20][C:15]1[CH:16]=[CH:17][CH:18]=[C:19]2[C:14]=1[CH:13]=[N:12][N:11]2[C:9]1[CH:8]=[CH:7][N:6]=[C:5]([S:4][CH2:1][CH2:2][CH3:3])[N:10]=1, predict the reactants needed to synthesize it. (5) Given the product [CH2:1]([CH:5]1[CH2:9][CH2:8][N:7]([CH2:22][CH2:21][C:20]([N:19]([C:18]2[C:14]([Cl:13])=[N:15][N:16]([C:27]3[CH:28]=[N:29][CH:30]=[CH:31][CH:32]=3)[CH:17]=2)[CH2:25][CH3:26])=[O:24])[C:6]1=[O:10])[CH2:2][CH:3]=[CH2:4], predict the reactants needed to synthesize it. The reactants are: [CH2:1]([CH:5]1[CH2:9][CH2:8][NH:7][C:6]1=[O:10])[CH2:2][CH:3]=[CH2:4].[H-].[Na+].[Cl:13][C:14]1[C:18]([N:19]([CH2:25][CH3:26])[C:20](=[O:24])[CH2:21][CH2:22]I)=[CH:17][N:16]([C:27]2[CH:28]=[N:29][CH:30]=[CH:31][CH:32]=2)[N:15]=1.O. (6) Given the product [C:1]1([N:7]2[C:19](=[O:20])[C:10]3=[CH:11][NH:12][C:13]4[CH:14]=[CH:15][C:16]([C:32]([F:35])([F:34])[F:33])=[CH:17][C:18]=4[C:9]3=[N:8]2)[CH:2]=[CH:3][CH:4]=[CH:5][CH:6]=1, predict the reactants needed to synthesize it. The reactants are: [C:1]1([N:7]2[C:19](=[O:20])[C:10]3=[CH:11][NH:12][C:13]4[CH:14]=[CH:15][CH:16]=[CH:17][C:18]=4[C:9]3=[N:8]2)[CH:6]=[CH:5][CH:4]=[CH:3][CH:2]=1.ClC1C2C(=CC=C([C:32]([F:35])([F:34])[F:33])C=2)N=CC=1C(OCC)=O.C1(NN)C=CC=CC=1.